From a dataset of Forward reaction prediction with 1.9M reactions from USPTO patents (1976-2016). Predict the product of the given reaction. (1) Given the reactants P(Cl)(Cl)(Cl)=O.[F:6][C:7]1[CH:8]=[C:9]2[C:15]([C:16]3[N:17]=[N:18][C:19]([C:23]([CH3:29])([CH3:28])[C:24]([O:26]C)=O)=[C:20](O)[N:21]=3)=[N:14][N:13]([CH2:30][C:31]3[CH:32]=[N:33][CH:34]=[N:35][CH:36]=3)[C:10]2=[N:11][CH:12]=1.[NH3:37], predict the reaction product. The product is: [F:6][C:7]1[CH:8]=[C:9]2[C:15]([C:16]3[N:17]=[N:18][C:19]4[C:23]([CH3:28])([CH3:29])[C:24](=[O:26])[NH:37][C:20]=4[N:21]=3)=[N:14][N:13]([CH2:30][C:31]3[CH:36]=[N:35][CH:34]=[N:33][CH:32]=3)[C:10]2=[N:11][CH:12]=1. (2) Given the reactants C[O:2][C:3]1[CH:4]=[C:5]([C:10]([C@@H:12]2[C@:21]3([CH3:22])[C@H:16]([C:17]([CH3:24])([CH3:23])[CH2:18][CH2:19][CH2:20]3)[CH2:15][C:14](=[O:25])[C@@H:13]2[CH3:26])=[O:11])[CH:6]=[C:7]([CH3:9])[CH:8]=1, predict the reaction product. The product is: [OH:2][C:3]1[CH:4]=[C:5]([C:10]([C@@H:12]2[C@:21]3([CH3:22])[C@H:16]([C:17]([CH3:24])([CH3:23])[CH2:18][CH2:19][CH2:20]3)[CH2:15][C:14](=[O:25])[C@H:13]2[CH3:26])=[O:11])[CH:6]=[C:7]([CH3:9])[CH:8]=1. (3) Given the reactants [NH2:1][C:2]1[CH:9]=[CH:8][CH:7]=[CH:6][C:3]=1[C:4]#[N:5].P(=O)(O)(O)O.[N+]([O-])(O)=O.[N:19]([O-])=O.[Na+].C([O-])(=O)C.[K+].[C:28]([CH2:31][C:32](=[O:34])[CH3:33])(=[O:30])[CH3:29], predict the reaction product. The product is: [C:28]([C:31](=[N:19][NH:1][C:2]1[CH:9]=[CH:8][CH:7]=[CH:6][C:3]=1[C:4]#[N:5])[C:32](=[O:34])[CH3:33])(=[O:30])[CH3:29]. (4) Given the reactants O[CH:2]([CH2:18][N:19]1[C:28]2[C:23](=[CH:24][CH:25]=[C:26]([O:29]C)[N:27]=2)[CH2:22][CH2:21][C:20]1=[O:31])[CH2:3][N:4]1[CH2:9][CH2:8][CH:7]([NH:10][C:11](=[O:17])[O:12][C:13]([CH3:16])([CH3:15])[CH3:14])[CH2:6][CH2:5]1.C(N(CC)CC)C.CS(OS(C)(=O)=O)(=O)=O.[I-].[Na+], predict the reaction product. The product is: [O:29]=[C:26]1[CH:25]=[CH:24][C:23]2[CH2:22][CH2:21][C:20](=[O:31])[N:19]3[CH2:18][CH:2]([CH2:3][N:4]4[CH2:5][CH2:6][CH:7]([NH:10][C:11](=[O:17])[O:12][C:13]([CH3:14])([CH3:16])[CH3:15])[CH2:8][CH2:9]4)[N:27]1[C:28]=23.